This data is from Full USPTO retrosynthesis dataset with 1.9M reactions from patents (1976-2016). The task is: Predict the reactants needed to synthesize the given product. (1) Given the product [Cl:1][C:2]1[C:7]([N:8]2[CH2:13][C@@H:12]3[CH2:14][C@H:9]2[CH2:10][N:11]3[CH3:15])=[CH:6][C:5]([C:16]#[N:17])=[CH:4][C:3]=1[NH:18][C:19]1[N:24]=[C:23]([NH:25][CH2:26][CH3:27])[C:22]2=[N:37][CH:38]=[C:39]([C:40]#[N:41])[N:21]2[N:20]=1, predict the reactants needed to synthesize it. The reactants are: [Cl:1][C:2]1[C:7]([N:8]2[CH2:13][C@@H:12]3[CH2:14][C@H:9]2[CH2:10][N:11]3[CH3:15])=[CH:6][C:5]([C:16]#[N:17])=[CH:4][C:3]=1[NH:18][C:19]1[N:24]=[C:23]([N:25](CC)[CH2:26][C:27]2C=CC(OC)=CC=2)[C:22]2=[N:37][CH:38]=[C:39]([C:40]#[N:41])[N:21]2[N:20]=1.C1(OC)C=CC=CC=1.C(O)(C(F)(F)F)=O. (2) Given the product [C:12]([O:11][C:9](=[O:10])[NH:25][C:17]([CH3:18])([C:19]1[CH:24]=[CH:23][CH:22]=[CH:21][N:20]=1)[CH3:16])([CH3:13])([CH3:14])[CH3:15], predict the reactants needed to synthesize it. The reactants are: [C:12]([O:11][C:9](O[C:9]([O:11][C:12]([CH3:15])([CH3:14])[CH3:13])=[O:10])=[O:10])([CH3:15])([CH3:14])[CH3:13].[CH3:16][C:17]([NH2:25])([C:19]1[CH:24]=[CH:23][CH:22]=[CH:21][N:20]=1)[CH3:18].